Dataset: Buchwald-Hartwig C-N cross coupling reaction yields with 55,370 reactions. Task: Predict the reaction yield, written as a fraction of the theoretical maximum amount of product (1.0 means a 100% yield; for example, 0.34 means a 34% yield). The reactants are FC(F)(F)c1ccc(I)cc1.Cc1ccc(N)cc1.O=S(=O)(O[Pd]1c2ccccc2-c2ccccc2N~1)C(F)(F)F.CC(C)c1cc(C(C)C)c(-c2ccccc2P(C2CCCCC2)C2CCCCC2)c(C(C)C)c1.CCN=P(N=P(N(C)C)(N(C)C)N(C)C)(N(C)C)N(C)C.c1ccc2oncc2c1. No catalyst specified. The product is Cc1ccc(Nc2ccc(C(F)(F)F)cc2)cc1. The yield is 0.359.